From a dataset of Catalyst prediction with 721,799 reactions and 888 catalyst types from USPTO. Predict which catalyst facilitates the given reaction. Reactant: Cl.CN(C)[CH2:4][CH2:5][CH2:6][N:7]=[C:8]=NCC.[NH2:13][C:14]1[C:15](=[O:27])[N:16]([CH3:26])[C:17](=[O:25])[N:18]([CH2:21][CH:22]([CH3:24])[CH3:23])[C:19]=1[NH2:20].Cl[C:29]1[C:38]2[C:33](=[CH:34][C:35]([O:41][CH3:42])=[C:36]([O:39][CH3:40])[CH:37]=2)[C:32]([CH2:43][C:44](O)=O)=[CH:31][N:30]=1.[OH-].[Na+].[CH3:49]O. Product: [CH3:42][O:41][C:35]1[CH:34]=[C:33]2[C:38](=[CH:37][C:36]=1[O:39][CH3:40])[C:29]([N:7]1[CH2:6][CH2:5][CH2:4][CH2:49][CH2:8]1)=[N:30][CH:31]=[C:32]2[CH2:43][C:44]1[NH:13][C:14]2[C:15](=[O:27])[N:16]([CH3:26])[C:17](=[O:25])[N:18]([CH2:21][CH:22]([CH3:23])[CH3:24])[C:19]=2[N:20]=1. The catalyst class is: 24.